Dataset: Catalyst prediction with 721,799 reactions and 888 catalyst types from USPTO. Task: Predict which catalyst facilitates the given reaction. (1) Reactant: [CH:1]1([C:4]2[O:5][C:6]3[C:7](=[C:9]([C:20]#[N:21])[C:10]([CH3:19])=[C:11]([C:14]([O:16]CC)=[CH2:15])[C:12]=3[F:13])[N:8]=2)[CH2:3][CH2:2]1.Cl.[O:23]1C=CN=C1.CO. Product: [C:14]([C:11]1[C:12]([F:13])=[C:6]([OH:5])[C:7]([NH:8][C:4]([CH:1]2[CH2:2][CH2:3]2)=[O:23])=[C:9]([C:20]#[N:21])[C:10]=1[CH3:19])(=[O:16])[CH3:15]. The catalyst class is: 7. (2) Reactant: C(OC(=O)[NH:7][CH2:8][C:9]1[CH:14]=[C:13]([C:15]#[N:16])[CH:12]=[C:11]([Cl:17])[C:10]=1[F:18])(C)(C)C.C(O)(C(F)(F)F)=O. Product: [NH2:7][CH2:8][C:9]1[CH:14]=[C:13]([CH:12]=[C:11]([Cl:17])[C:10]=1[F:18])[C:15]#[N:16]. The catalyst class is: 2. (3) Reactant: Br[CH2:2][CH2:3][O:4][C:5]1[CH:6]=[CH:7][C:8]([C:21]2[NH:30][C:29](=[O:31])[C:28]3[C:23](=[CH:24][C:25]([O:32][CH3:33])=[CH:26][CH:27]=3)[N:22]=2)=[N:9][C:10]=1[C:11]1[CH:16]=[CH:15][C:14]([S:17]([CH3:20])(=[O:19])=[O:18])=[CH:13][CH:12]=1.[CH:34]([NH2:37])([CH3:36])[CH3:35]. Product: [CH:34]([NH:37][CH2:2][CH2:3][O:4][C:5]1[CH:6]=[CH:7][C:8]([C:21]2[NH:30][C:29](=[O:31])[C:28]3[C:23](=[CH:24][C:25]([O:32][CH3:33])=[CH:26][CH:27]=3)[N:22]=2)=[N:9][C:10]=1[C:11]1[CH:16]=[CH:15][C:14]([S:17]([CH3:20])(=[O:19])=[O:18])=[CH:13][CH:12]=1)([CH3:36])[CH3:35]. The catalyst class is: 16. (4) Reactant: C[O:2][C:3]1[C:9]2[CH:10]=[CH:11][CH:12]=[CH:13][C:8]=2[N:7]([C:14]([NH2:16])=[O:15])[C:6]2[CH:17]=[CH:18][CH:19]=[CH:20][C:5]=2[CH:4]=1. Product: [CH:19]1[CH:18]=[CH:17][C:6]2[N:7]([C:14]([NH2:16])=[O:15])[C:8]3[CH:13]=[CH:12][CH:11]=[CH:10][C:9]=3[C:3](=[O:2])[CH2:4][C:5]=2[CH:20]=1. The catalyst class is: 33.